This data is from Peptide-MHC class I binding affinity with 185,985 pairs from IEDB/IMGT. The task is: Regression. Given a peptide amino acid sequence and an MHC pseudo amino acid sequence, predict their binding affinity value. This is MHC class I binding data. (1) The peptide sequence is GLYEAIEEC. The MHC is HLA-B08:01 with pseudo-sequence HLA-B08:01. The binding affinity (normalized) is 0.0847. (2) The peptide sequence is IYADDTAGW. The MHC is HLA-A24:02 with pseudo-sequence HLA-A24:02. The binding affinity (normalized) is 0.511. (3) The peptide sequence is FLKENGGL. The MHC is HLA-B08:01 with pseudo-sequence HLA-B08:01. The binding affinity (normalized) is 0.549. (4) The binding affinity (normalized) is 0.214. The MHC is HLA-A02:06 with pseudo-sequence HLA-A02:06. The peptide sequence is FYHISTGGY. (5) The peptide sequence is MLQGKKASVY. The MHC is HLA-A29:02 with pseudo-sequence HLA-A29:02. The binding affinity (normalized) is 0.0200. (6) The peptide sequence is YMQLGKQQREK. The MHC is Mamu-B03 with pseudo-sequence Mamu-B03. The binding affinity (normalized) is 0.150. (7) The peptide sequence is GYYSTTIRY. The MHC is HLA-B15:01 with pseudo-sequence HLA-B15:01. The binding affinity (normalized) is 0.221.